This data is from Full USPTO retrosynthesis dataset with 1.9M reactions from patents (1976-2016). The task is: Predict the reactants needed to synthesize the given product. (1) Given the product [CH:1]1([C:4]2[CH:5]=[CH:6][C:7]([C:15]([N:23]3[CH2:24][CH2:25][C:21]([OH:26])([C:20]([F:28])([F:27])[F:19])[CH2:22]3)=[O:17])=[N:8][C:9]=2[O:10][CH2:11][CH:12]2[CH2:13][CH2:14]2)[CH2:2][CH2:3]1, predict the reactants needed to synthesize it. The reactants are: [CH:1]1([C:4]2[CH:5]=[CH:6][C:7]([C:15]([OH:17])=O)=[N:8][C:9]=2[O:10][CH2:11][CH:12]2[CH2:14][CH2:13]2)[CH2:3][CH2:2]1.Cl.[F:19][C:20]([F:28])([F:27])[C:21]1([OH:26])[CH2:25][CH2:24][NH:23][CH2:22]1. (2) Given the product [N+:8]([C:5]1[CH:6]=[CH:7][C:2]([O:20][C:17]2[CH:18]=[CH:19][C:14]([C:12](=[O:13])[CH3:11])=[CH:15][CH:16]=2)=[CH:3][CH:4]=1)([O-:10])=[O:9], predict the reactants needed to synthesize it. The reactants are: F[C:2]1[CH:7]=[CH:6][C:5]([N+:8]([O-:10])=[O:9])=[CH:4][CH:3]=1.[CH3:11][C:12]([C:14]1[CH:15]=[CH:16][C:17]([OH:20])=[CH:18][CH:19]=1)=[O:13].C(=O)([O-])[O-].[K+].[K+]. (3) Given the product [C:19]([C:9]1[C@@H:10]([C:11]2[CH:16]=[CH:15][C:14]([C:17]#[N:18])=[CH:13][CH:12]=2)[N:5]2[N:4]=[C:3]([NH:2][C:43]([C:41]3([CH3:46])[CH2:42][C:40]3([F:47])[F:39])=[O:44])[N:32]=[C:6]2[N:7]([C:22]2[CH:27]=[CH:26][CH:25]=[C:24]([C:28]([F:29])([F:31])[F:30])[CH:23]=2)[C:8]=1[CH3:21])#[N:20], predict the reactants needed to synthesize it. The reactants are: Cl.[NH2:2][C:3]1[N:32]=[C:6]2[N:7]([C:22]3[CH:27]=[CH:26][CH:25]=[C:24]([C:28]([F:31])([F:30])[F:29])[CH:23]=3)[C:8]([CH3:21])=[C:9]([C:19]#[N:20])[C@@H:10]([C:11]3[CH:16]=[CH:15][C:14]([C:17]#[N:18])=[CH:13][CH:12]=3)[N:5]2[N:4]=1.N1C=CC=CC=1.[F:39][C:40]1([F:47])[CH2:42][C:41]1([CH3:46])[C:43](Cl)=[O:44]. (4) The reactants are: [F:1][C:2]1[N:10]=[C:9]2[C:5]([NH:6][CH:7]=[N:8]2)=[C:4](Cl)[N:3]=1.C(N(C(C)C)CC)(C)C.[C:21]1([SH:27])[CH:26]=[CH:25][CH:24]=[CH:23][CH:22]=1. Given the product [F:1][C:2]1[N:10]=[C:9]2[C:5]([NH:6][CH:7]=[N:8]2)=[C:4]([S:27][C:21]2[CH:26]=[CH:25][CH:24]=[CH:23][CH:22]=2)[N:3]=1, predict the reactants needed to synthesize it. (5) The reactants are: [C:1]([O:5][C:6]([NH:8][C:9]1([C:13]([OH:15])=[O:14])[CH2:12][CH2:11][CH2:10]1)=[O:7])([CH3:4])([CH3:3])[CH3:2].[C:16](=O)([O-])[O-].[K+].[K+].IC. Given the product [C:1]([O:5][C:6]([NH:8][C:9]1([C:13]([O:15][CH3:16])=[O:14])[CH2:12][CH2:11][CH2:10]1)=[O:7])([CH3:4])([CH3:2])[CH3:3], predict the reactants needed to synthesize it. (6) Given the product [CH3:20][O:21][C:22]1[CH:36]=[CH:35][CH:34]=[CH:33][C:23]=1[O:24][C:25]1[CH:26]=[C:27]([CH:30]=[CH:31][CH:32]=1)[CH2:28][N:10]1[CH2:11][CH2:12][C:7]2([CH2:2][CH2:3][N:4]([C:13]([O:15][C:16]([CH3:19])([CH3:18])[CH3:17])=[O:14])[CH2:5][CH2:6]2)[CH2:8][CH2:9]1, predict the reactants needed to synthesize it. The reactants are: Cl.[CH2:2]1[C:7]2([CH2:12][CH2:11][NH:10][CH2:9][CH2:8]2)[CH2:6][CH2:5][N:4]([C:13]([O:15][C:16]([CH3:19])([CH3:18])[CH3:17])=[O:14])[CH2:3]1.[CH3:20][O:21][C:22]1[CH:36]=[CH:35][CH:34]=[CH:33][C:23]=1[O:24][C:25]1[CH:26]=[C:27]([CH:30]=[CH:31][CH:32]=1)[CH:28]=O.C(N(CC)CC)C.C(O[BH-](OC(=O)C)OC(=O)C)(=O)C.[Na+]. (7) Given the product [C:1]([N:5]1[CH2:10][CH2:9][N:8]([CH2:11][C:12]2[N:13]([CH3:28])[C:14]3[C:19]([N:20]=2)=[C:18]([N:21]2[CH2:26][CH2:25][O:24][CH2:23][CH2:22]2)[N:17]=[C:16]([N:33]2[C:34]4[CH:40]=[CH:39][CH:38]=[CH:37][C:35]=4[N:36]=[C:32]2[CH:29]([CH3:31])[CH3:30])[N:15]=3)[CH2:7][CH2:6]1)([CH3:4])([CH3:3])[CH3:2], predict the reactants needed to synthesize it. The reactants are: [C:1]([N:5]1[CH2:10][CH2:9][N:8]([CH2:11][C:12]2[N:13]([CH3:28])[C:14]3[C:19]([N:20]=2)=[C:18]([N:21]2[CH2:26][CH2:25][O:24][CH2:23][CH2:22]2)[N:17]=[C:16](Cl)[N:15]=3)[CH2:7][CH2:6]1)([CH3:4])([CH3:3])[CH3:2].[CH:29]([C:32]1[NH:33][C:34]2[CH:40]=[CH:39][CH:38]=[CH:37][C:35]=2[N:36]=1)([CH3:31])[CH3:30].